Dataset: Full USPTO retrosynthesis dataset with 1.9M reactions from patents (1976-2016). Task: Predict the reactants needed to synthesize the given product. (1) Given the product [CH2:1]([O:5][C:6]1[CH:11]=[CH:10][C:9]([CH2:12][C:13]2[CH:18]=[C:17]([C:19]3[C:20]([NH2:26])=[N:21][C:22]([NH2:25])=[CH:23][CH:24]=3)[O:15][N:14]=2)=[CH:8][CH:7]=1)[CH2:2][CH2:3][CH3:4], predict the reactants needed to synthesize it. The reactants are: [CH2:1]([O:5][C:6]1[CH:11]=[CH:10][C:9]([CH2:12][C:13](Cl)=[N:14][OH:15])=[CH:8][CH:7]=1)[CH2:2][CH2:3][CH3:4].[C:17]([C:19]1[C:20]([NH2:26])=[N:21][C:22]([NH2:25])=[CH:23][CH:24]=1)#[CH:18].C(N(CC)CC)C. (2) Given the product [CH:1]1([CH:7]([NH:27][C:28]2[CH:36]=[CH:35][C:31]([C:32]([N:47]([CH3:46])[CH2:48][CH2:49][C:50]([OH:52])=[O:51])=[O:33])=[CH:30][CH:29]=2)[C:8]2[CH:12]=[C:11]([C:13]3[CH:18]=[CH:17][C:16]([C:19]([F:22])([F:21])[F:20])=[CH:15][CH:14]=3)[O:10][C:9]=2[CH2:23][O:24][CH2:25][CH3:26])[CH2:2][CH2:3][CH2:4][CH2:5][CH2:6]1, predict the reactants needed to synthesize it. The reactants are: [CH:1]1([CH:7]([NH:27][C:28]2[CH:36]=[CH:35][C:31]([C:32](O)=[O:33])=[CH:30][CH:29]=2)[C:8]2[CH:12]=[C:11]([C:13]3[CH:18]=[CH:17][C:16]([C:19]([F:22])([F:21])[F:20])=[CH:15][CH:14]=3)[O:10][C:9]=2[CH2:23][O:24][CH2:25][CH3:26])[CH2:6][CH2:5][CH2:4][CH2:3][CH2:2]1.Cl.NCCC(OCC)=O.[CH3:46][NH:47][CH2:48][CH2:49][C:50]([O:52]CC)=[O:51].Cl.C(N=C=NCCCN(C)C)C.O.OC1C2N=NNC=2C=CC=1. (3) Given the product [F:37][C:31]1[CH:32]=[CH:33][CH:34]=[C:35]([F:36])[C:30]=1[C:27]1[CH:28]=[C:29]2[C:24](=[CH:25][CH:26]=1)[NH:23][CH:22]=[C:21]2[C:19]1[N:20]=[C:15]([N:11]2[CH2:12][CH2:13][CH2:14][CH:9]([NH2:8])[CH2:10]2)[CH:16]=[N:17][CH:18]=1, predict the reactants needed to synthesize it. The reactants are: C(OC([NH:8][CH:9]1[CH2:14][CH2:13][CH2:12][N:11]([C:15]2[N:20]=[C:19]([C:21]3[C:29]4[C:24](=[CH:25][CH:26]=[C:27]([C:30]5[C:35]([F:36])=[CH:34][CH:33]=[CH:32][C:31]=5[F:37])[CH:28]=4)[N:23](C(OC(C)(C)C)=O)[CH:22]=3)[CH:18]=[N:17][CH:16]=2)[CH2:10]1)=O)(C)(C)C.C(O)(C(F)(F)F)=O.